This data is from Experimentally validated miRNA-target interactions with 360,000+ pairs, plus equal number of negative samples. The task is: Binary Classification. Given a miRNA mature sequence and a target amino acid sequence, predict their likelihood of interaction. (1) The miRNA is mmu-miR-7213-3p with sequence UACCUCAAGAGAGCCAGUCU. The protein sequence of the target gene is MAEADPKMVTEPGAHGVAEEAMASTACDSGDESDSNSSSSTNSCSSSGSSSSGSSSSSSSSSSSSSSSSSSSSGSSGSSSNGSHLNRKKRVPEPSRRAQRRPSGKLFLDKLPQAVRNRVQALRNIQNECDKVDTLFLRAIHDLERKYAELNKPLYDKRFQIINAEYEPTEEECEWNSEEEFSGDEEMQDDTPNEMPPLEGEEEEESCNEKAEVKEEGTHVPEEVPEAKVEEEEAPKETPEVKTEEKDIPKEGAEEKAEEQESSKEIPEVKGEEKADSTDCIDIAPEEKEDVKEVTQANTE.... Result: 0 (no interaction). (2) The miRNA is hsa-miR-376c-5p with sequence GGUGGAUAUUCCUUCUAUGUU. The protein sequence of the target gene is MFGIQENIPRGGTTMKEEPLGSGMNPVRSWMHTAGVVDANTAAQSGVGLARAHFEKQPPSNLRKSNFFHFVLALYDRQGQPVEIERTAFVDFVEKEKEPNNEKTNNGIHYKLQLLYSNGVRTEQDLYVRLIDSMTKQAIVYEGQDKNPEMCRVLLTHEIMCSRCCDKKSCGNRNETPSDPVIIDRFFLKFFLKCNQNCLKNAGNPRDMRRFQVVVSTTVNVDGHVLAVSDNMFVHNNSKHGRRARRLDPSEGTAPSYLENATPCIKAISPSEGWTTGGATVIIIGDNFFDGLQVVFGTML.... Result: 0 (no interaction). (3) The miRNA is hsa-miR-4793-5p with sequence ACAUCCUGCUCCACAGGGCAGAGG. The protein sequence of the target gene is MCDDEETTALVCDNGSGLVKAGFAGDDAPRAVFPSIVGRPRHQGVMVGMGQKDSYVGDEAQSKRGILTLKYPIEHGIITNWDDMEKIWHHTFYNELRVAPEEHPTLLTEAPLNPKANREKMTQIMFETFNVPAMYVAIQAVLSLYASGRTTGIVLDSGDGVTHNVPIYEGYALPHAIMRLDLAGRDLTDYLMKILTERGYSFVTTAEREIVRDIKEKLCYVALDFENEMATAASSSSLEKSYELPDGQVITIGNERFRCPETLFQPSFIGMESAGIHETTYNSIMKCDIDIRKDLYANNV.... Result: 1 (interaction). (4) The miRNA is mmu-miR-7b-5p with sequence UGGAAGACUUGUGAUUUUGUUGUU. The protein sequence of the target gene is MTKARDQTHQEGCCGSLANYLTSAKFLLYLGHSLSTWGDRMWHFAVSVFLVELYGNSLLLTAVYGLVVAGSVLVLGAIIGDWVDKNARLKVAQTSLVVQNVSVILCGIILMMVFLHKNELLTMYHGWVLTVCYILIITIANIANLASTATAITIQRDWIVVVAGENRSRLADMNATIRRIDQLTNILAPMAVGQIMTFGSPVIGCGFISGWNLVSMCVEYFLLWKVYQKTPALAVKAALKVEESELKQLTSPKDTEPKPLEGTHLMGEKDSNIRELECEQEPTCASQMAEPFRTFRDGWV.... Result: 0 (no interaction).